Predict the product of the given reaction. From a dataset of Forward reaction prediction with 1.9M reactions from USPTO patents (1976-2016). Given the reactants Cl.NO.C([N:6](CC)CC)C.[Cl:11][C:12]1[CH:13]=[C:14]([CH2:20][CH2:21][C:22]([O:24][C:25]([CH3:28])([CH3:27])[CH3:26])=[O:23])[CH:15]=[CH:16][C:17]=1[C:18]#[N:19], predict the reaction product. The product is: [C:18]([C:17]1[CH:16]=[CH:15][C:14]([CH2:20][CH2:21][C:22]([O:24][C:25]([CH3:28])([CH3:27])[CH3:26])=[O:23])=[CH:13][C:12]=1[Cl:11])(=[NH:6])[NH2:19].